From a dataset of Reaction yield outcomes from USPTO patents with 853,638 reactions. Predict the reaction yield, written as a fraction of the theoretical maximum amount of product (1.0 means a 100% yield; for example, 0.34 means a 34% yield). (1) The reactants are [O:1]1[CH2:6][CH2:5][O:4][C:3]2[CH:7]=[C:8]([OH:11])[CH:9]=[CH:10][C:2]1=2.C([O-])([O-])=O.[Cs+].[Cs+].Cl[C:19]1[N:24]=[CH:23][N:22]=[C:21]([NH:25][C:26]2[CH:31]=[CH:30][CH:29]=[C:28]([NH2:32])[N:27]=2)[CH:20]=1.O. The catalyst is CN1C(=O)CCC1.[Cu]I. The product is [O:1]1[CH2:6][CH2:5][O:4][C:3]2[CH:7]=[C:8]([O:11][C:19]3[N:24]=[CH:23][N:22]=[C:21]([NH:25][C:26]4[CH:31]=[CH:30][CH:29]=[C:28]([NH2:32])[N:27]=4)[CH:20]=3)[CH:9]=[CH:10][C:2]1=2. The yield is 0.290. (2) The reactants are [CH3:1][O:2][C:3]1[CH:8]=[C:7]([O:9][CH3:10])[C:6]([O:11][CH3:12])=[CH:5][C:4]=1[N+:13]([O-])=O. The catalyst is CCOC(C)=O.CCO.[Pd]. The product is [CH3:1][O:2][C:3]1[CH:8]=[C:7]([O:9][CH3:10])[C:6]([O:11][CH3:12])=[CH:5][C:4]=1[NH2:13]. The yield is 0.860. (3) The reactants are Br[C:2]1[CH:18]=[CH:17][C:5]2[N:6]3[C:10]([CH2:11][CH2:12][O:13][C:4]=2[CH:3]=1)=[CH:9][C:8]([C:14]([OH:16])=O)=[N:7]3.[CH:19]([NH:22][CH2:23][CH2:24][OH:25])([CH3:21])[CH3:20].C(N(CC)CC)C. The catalyst is [Pd]. The product is [OH:25][CH2:24][CH2:23][N:22]([CH:19]([CH3:21])[CH3:20])[C:14]([C:8]1[CH:9]=[C:10]2[N:6]([C:5]3[CH:17]=[CH:18][CH:2]=[CH:3][C:4]=3[O:13][CH2:12][CH2:11]2)[N:7]=1)=[O:16]. The yield is 0.680.